Dataset: Full USPTO retrosynthesis dataset with 1.9M reactions from patents (1976-2016). Task: Predict the reactants needed to synthesize the given product. (1) Given the product [CH:1]1[C:10]2[C:11]3[CH2:17][CH2:16][CH2:15][CH2:14][CH2:13][C:12]=3[N:8]3[C:9]=2[C:4]([CH2:5][CH2:6][CH2:7]3)=[CH:3][C:2]=1[NH:18][C:19](=[O:24])[CH2:20][CH2:21][CH2:22][CH3:23], predict the reactants needed to synthesize it. The reactants are: [CH:1]1[C:10]2[C:11]3[CH2:17][CH2:16][CH2:15][CH2:14][CH2:13][C:12]=3[N:8]3[C:9]=2[C:4]([CH2:5][CH2:6][CH2:7]3)=[CH:3][C:2]=1[NH2:18].[C:19](Cl)(=[O:24])[CH2:20][CH2:21][CH2:22][CH3:23]. (2) The reactants are: [F:1][C:2]([F:35])([F:34])[C@@:3]([C:6]1[CH:11]=[CH:10][C:9]([N:12]2[CH2:17][CH2:16][N:15]([S:18]([C:21]3[S:22][CH:23]=[CH:24][CH:25]=3)(=[O:20])=[O:19])[CH2:14][C@@H:13]2[CH2:26][N:27]2[CH2:32][C@H:31]3[CH2:33][C@@H:28]2[CH2:29][O:30]3)=[CH:8][CH:7]=1)([OH:5])[CH3:4].FC(F)(F)[C@](C1C=CC(N2CCN(S(C3SC=CC=3)(=O)=O)C[C@H]2CN2C[C@H]3C[C@@H]2CO3)=CC=1)(O)C.FC(F)(F)[C@](C1C=CC(N2CCN(S(C3SC=CC=3)(=O)=O)C[C@@H]2CN2C[C@H]3C[C@@H]2CO3)=CC=1)(O)C.C1N=C(N)C2N=CN([C@@H]3O[C@H](COP(OP(OC[C@H]4O[C@@H](N5C=C(C(N)=O)CC=C5)[C@H](O)[C@@H]4O)(O)=O)(O)=O)[C@@H](O)[C@H]3OP(O)(O)=O)C=2N=1. Given the product [F:35][C:2]([F:1])([F:34])[C@@:3]([C:6]1[CH:11]=[CH:10][C:9]([N:12]2[CH2:17][CH2:16][N:15]([S:18]([C:21]3[S:22][CH:23]=[CH:24][CH:25]=3)(=[O:19])=[O:20])[CH2:14][C@H:13]2[CH2:26][N:27]2[CH2:32][C@H:31]3[CH2:33][C@@H:28]2[CH2:29][O:30]3)=[CH:8][CH:7]=1)([OH:5])[CH3:4], predict the reactants needed to synthesize it.